Dataset: Reaction yield outcomes from USPTO patents with 853,638 reactions. Task: Predict the reaction yield, written as a fraction of the theoretical maximum amount of product (1.0 means a 100% yield; for example, 0.34 means a 34% yield). (1) The reactants are [Cl:1][C:2]1[CH:7]=[CH:6][C:5]([NH:8][S:9]([C:12]([F:15])([F:14])[F:13])(=[O:11])=[O:10])=[C:4]([C:16](=O)[CH2:17][CH3:18])[CH:3]=1.Cl.[F:21][C:22]1[CH:27]=[CH:26][C:25]([O:28][NH2:29])=[CH:24][CH:23]=1.CC([O-])=O.[Na+]. The catalyst is CCO. The product is [Cl:1][C:2]1[CH:7]=[CH:6][C:5]([NH:8][S:9]([C:12]([F:15])([F:14])[F:13])(=[O:11])=[O:10])=[C:4]([C:16](=[N:29][O:28][C:25]2[CH:26]=[CH:27][C:22]([F:21])=[CH:23][CH:24]=2)[CH2:17][CH3:18])[CH:3]=1. The yield is 0.810. (2) The yield is 0.860. The catalyst is C(#N)C. The reactants are [C:1]1([OH:7])[CH:6]=[CH:5][CH:4]=[CH:3][CH:2]=1.C(=O)([O-])[O-].[Cs+].[Cs+].[CH2:14]([O:16][C:17]([C:19]1[S:23][C:22]([C:24]2[CH:29]=[CH:28][C:27]([C:30]([F:33])([F:32])[F:31])=[CH:26][CH:25]=2)=[N:21][C:20]=1[CH2:34]Br)=[O:18])[CH3:15].[Br-]. The product is [CH2:14]([O:16][C:17]([C:19]1[S:23][C:22]([C:24]2[CH:29]=[CH:28][C:27]([C:30]([F:32])([F:33])[F:31])=[CH:26][CH:25]=2)=[N:21][C:20]=1[CH2:34][O:7][C:1]1[CH:6]=[CH:5][CH:4]=[CH:3][CH:2]=1)=[O:18])[CH3:15]. (3) The reactants are [NH2:1][C:2]1[CH:7]=[CH:6][C:5]([C:8]2[S:12][C:11]([CH:13]3[CH2:18][CH2:17][CH:16]([CH2:19][C:20]([O:22][CH2:23][CH3:24])=[O:21])[CH2:15][CH2:14]3)=[N:10][CH:9]=2)=[CH:4][CH:3]=1.[F:25][C:26]1[CH:34]=[CH:33][CH:32]=[C:31]([C:35]([F:38])([F:37])[F:36])[C:27]=1[C:28](Cl)=[O:29]. No catalyst specified. The product is [F:25][C:26]1[CH:34]=[CH:33][CH:32]=[C:31]([C:35]([F:36])([F:37])[F:38])[C:27]=1[C:28]([NH:1][C:2]1[CH:3]=[CH:4][C:5]([C:8]2[S:12][C:11]([CH:13]3[CH2:14][CH2:15][CH:16]([CH2:19][C:20]([O:22][CH2:23][CH3:24])=[O:21])[CH2:17][CH2:18]3)=[N:10][CH:9]=2)=[CH:6][CH:7]=1)=[O:29]. The yield is 0.580. (4) The reactants are BrCCBr.C[Si](Cl)(C)C.[CH3:10][O:11][C:12](=[O:23])/[C:13](/I)=[CH:14]\[CH:15]1[CH2:21][CH2:20][CH2:19][CH2:18][CH2:17][CH2:16]1.C1(P(C2C=CC=CC=2)C2C=CC=CC=2)C=CC=CC=1.[Cl:43][C:44]1[CH:49]=[C:48](I)[CH:47]=[CH:46][C:45]=1[N:51]1[C:55]([CH3:56])=[N:54][N:53]=[N:52]1.[Cl-].[NH4+]. The catalyst is O1CCCC1.[Zn].C1C=CC(/C=C/C(/C=C/C2C=CC=CC=2)=O)=CC=1.C1C=CC(/C=C/C(/C=C/C2C=CC=CC=2)=O)=CC=1.[Pd]. The product is [CH3:10][O:11][C:12](=[O:23])/[C:13](/[C:48]1[CH:47]=[CH:46][C:45]([N:51]2[C:55]([CH3:56])=[N:54][N:53]=[N:52]2)=[C:44]([Cl:43])[CH:49]=1)=[CH:14]/[CH:15]1[CH2:21][CH2:20][CH2:19][CH2:18][CH2:17][CH2:16]1. The yield is 0.850.